From a dataset of Reaction yield outcomes from USPTO patents with 853,638 reactions. Predict the reaction yield, written as a fraction of the theoretical maximum amount of product (1.0 means a 100% yield; for example, 0.34 means a 34% yield). (1) The reactants are [OH:1][C:2]([C:35]([F:38])([F:37])[F:36])([CH2:18][C:19]([C:22]1[C:30]2[O:29][CH2:28][CH2:27][C:26]=2[CH:25]=[C:24]([S:31]([CH3:34])(=[O:33])=[O:32])[CH:23]=1)([CH3:21])[CH3:20])[CH2:3][C:4]#[C:5][C:6]1[C:13]([N+:14]([O-])=O)=[CH:12][C:9]([C:10]#[N:11])=[CH:8][C:7]=1[CH3:17].C(O)(=O)C. The catalyst is C(O)C.ClCCl.[Fe]. The product is [NH2:14][C:13]1[CH:12]=[C:9]([CH:8]=[C:7]([CH3:17])[C:6]=1[C:5]#[C:4][CH2:3][C:2]([OH:1])([C:35]([F:37])([F:38])[F:36])[CH2:18][C:19]([C:22]1[C:30]2[O:29][CH2:28][CH2:27][C:26]=2[CH:25]=[C:24]([S:31]([CH3:34])(=[O:33])=[O:32])[CH:23]=1)([CH3:21])[CH3:20])[C:10]#[N:11]. The yield is 0.900. (2) The reactants are [CH3:1][S:2][C:3]1[CH:8]=[CH:7][C:6]([N:9]2[CH2:14][CH2:13][N:12]([C:15]3[C:16]([CH3:28])=[C:17]([CH3:27])[C:18]4[O:22][C:21]([CH3:24])([CH3:23])[CH2:20][C:19]=4[C:25]=3[CH3:26])[CH2:11][CH2:10]2)=[CH:5][CH:4]=1.ClC1C=CC=C(C(OO)=[O:37])C=1.C(=O)([O-])O.[Na+]. The catalyst is C1COCC1.C(OCC)(=O)C. The product is [CH3:1][S:2]([C:3]1[CH:4]=[CH:5][C:6]([N:9]2[CH2:14][CH2:13][N:12]([C:15]3[C:16]([CH3:28])=[C:17]([CH3:27])[C:18]4[O:22][C:21]([CH3:23])([CH3:24])[CH2:20][C:19]=4[C:25]=3[CH3:26])[CH2:11][CH2:10]2)=[CH:7][CH:8]=1)=[O:37]. The yield is 0.460. (3) The reactants are Cl[CH2:2][CH2:3][CH2:4][O:5][C:6]1[CH:7]=[N:8][CH:9]=[CH:10][CH:11]=1.[OH-].[NH4+:13]. The catalyst is CO. The product is [N:8]1[CH:9]=[CH:10][CH:11]=[C:6]([O:5][CH2:4][CH2:3][CH2:2][NH2:13])[CH:7]=1. The yield is 0.201. (4) The reactants are [NH:1]1[CH:7]([CH2:8][C:9]([OH:11])=O)[C:5](=[O:6])[NH:4][C:2]1=[O:3].[CH:12]([C:15]1[N:19]([CH2:20][C:21]2[CH:27]=[CH:26][C:24]([NH2:25])=[CH:23][CH:22]=2)[C:18]2[CH:28]=[CH:29][CH:30]=[CH:31][C:17]=2[N:16]=1)([CH3:14])[CH3:13]. The catalyst is CS(C)=O. The product is [O:3]=[C:2]1[NH:1][CH:7]([CH2:8][C:9]([NH:25][C:24]2[CH:23]=[CH:22][C:21]([CH2:20][N:19]3[C:18]4[CH:28]=[CH:29][CH:30]=[CH:31][C:17]=4[N:16]=[C:15]3[CH:12]([CH3:14])[CH3:13])=[CH:27][CH:26]=2)=[O:11])[C:5](=[O:6])[NH:4]1. The yield is 0.890. (5) The reactants are [NH2:1][C:2]1[CH:3]=[C:4]([SH:8])[CH:5]=[CH:6][CH:7]=1.C(=O)([O-])[O-].[Cs+].[Cs+].Cl[C:16]1[C:25]2[C:20](=[CH:21][C:22]([O:31][CH2:32][CH2:33][O:34][CH3:35])=[C:23]([O:26][CH2:27][CH2:28][O:29][CH3:30])[CH:24]=2)[N:19]=[CH:18][N:17]=1. The catalyst is O1CCCC1.C(Cl)(Cl)Cl.O.[Cl-].[Na+].O. The product is [CH3:30][O:29][CH2:28][CH2:27][O:26][C:23]1[CH:24]=[C:25]2[C:20](=[CH:21][C:22]=1[O:31][CH2:32][CH2:33][O:34][CH3:35])[N:19]=[CH:18][N:17]=[C:16]2[S:8][C:4]1[CH:3]=[C:2]([CH:7]=[CH:6][CH:5]=1)[NH2:1]. The yield is 0.770. (6) The reactants are [H-].[Na+].[NH2:3][C:4]1[CH:9]=[CH:8][CH:7]=[CH:6][C:5]=1[S:10]([CH:13]([CH3:15])[CH3:14])(=[O:12])=[O:11].[Cl:16][C:17]1[N:22]=[C:21](Cl)[CH:20]=[CH:19][N:18]=1. The catalyst is CN(C=O)C. The product is [Cl:16][C:17]1[N:22]=[C:21]([NH:3][C:4]2[CH:9]=[CH:8][CH:7]=[CH:6][C:5]=2[S:10]([CH:13]([CH3:15])[CH3:14])(=[O:12])=[O:11])[CH:20]=[CH:19][N:18]=1. The yield is 0.170.